This data is from Catalyst prediction with 721,799 reactions and 888 catalyst types from USPTO. The task is: Predict which catalyst facilitates the given reaction. (1) Reactant: C(OC([N:8]1[CH2:13][CH2:12][N:11]([C:14]2[S:15][CH:16]=[C:17]([C:19]([O:21][CH3:22])=[O:20])[N:18]=2)[CH2:10][CH2:9]1)=O)(C)(C)C.FC(F)(F)C(O)=O.OC(C(F)(F)F)=O.N1(C2SC=C(C(OC)=O)N=2)CCNCC1.C(N(CC)CC)C.[CH3:59][S:60](Cl)(=[O:62])=[O:61]. Product: [CH3:59][S:60]([N:8]1[CH2:13][CH2:12][N:11]([C:14]2[S:15][CH:16]=[C:17]([C:19]([O:21][CH3:22])=[O:20])[N:18]=2)[CH2:10][CH2:9]1)(=[O:62])=[O:61]. The catalyst class is: 2. (2) Reactant: [C:1](#N)C.Cl[C:5](=[O:12])[CH2:6][CH2:7][C:8]([O:10][CH3:11])=[O:9].C[Si](C=[N+]=[N-])(C)C.[BrH:20].C(O)(=O)C. Product: [Br:20][CH2:1][C:5](=[O:12])[CH2:6][CH2:7][C:8]([O:10][CH3:11])=[O:9]. The catalyst class is: 81.